From a dataset of Peptide-MHC class II binding affinity with 134,281 pairs from IEDB. Regression. Given a peptide amino acid sequence and an MHC pseudo amino acid sequence, predict their binding affinity value. This is MHC class II binding data. The peptide sequence is LGRFKHTDACCRTHDMCP. The MHC is H-2-IAd with pseudo-sequence H-2-IAd. The binding affinity (normalized) is 0.362.